This data is from Full USPTO retrosynthesis dataset with 1.9M reactions from patents (1976-2016). The task is: Predict the reactants needed to synthesize the given product. (1) Given the product [CH3:2][O:3][C:4]1[CH:16]=[C:15]([OH:17])[CH:14]=[C:13]([CH3:24])[C:5]=1[CH2:6][N:7]1[CH2:12][CH2:11][CH2:10][CH2:9][CH2:8]1, predict the reactants needed to synthesize it. The reactants are: Cl.[CH3:2][O:3][C:4]1[CH:16]=[C:15]([O:17]C2CCCCO2)[CH:14]=[C:13]([CH3:24])[C:5]=1[CH2:6][N:7]1[CH2:12][CH2:11][CH2:10][CH2:9][CH2:8]1.C(=O)([O-])[O-].[Na+].[Na+]. (2) Given the product [CH3:16][O:17][C:18](=[O:24])[CH:19]([C:20](=[O:23])[CH2:21][CH3:22])[CH2:12][C:11](=[O:14])[CH2:10][C@@H:9]([O:8][CH2:1][C:2]1[CH:7]=[CH:6][CH:5]=[CH:4][CH:3]=1)[CH3:15], predict the reactants needed to synthesize it. The reactants are: [CH2:1]([O:8][C@@H:9]([CH3:15])[CH2:10][C:11](=[O:14])[CH2:12]Br)[C:2]1[CH:7]=[CH:6][CH:5]=[CH:4][CH:3]=1.[CH3:16][O:17][C:18](=[O:24])[CH2:19][C:20](=[O:23])[CH2:21][CH3:22]. (3) Given the product [CH3:20][N:19]([CH3:21])[CH2:18][CH:17]([OH:22])[CH2:16][NH:15][C:11]([C:10]1[C:9]2[CH2:8][CH2:7][CH2:6][C:5](=[O:14])[C:4]=2[NH:3][C:2]=1[CH3:1])=[O:13], predict the reactants needed to synthesize it. The reactants are: [CH3:1][C:2]1[NH:3][C:4]2[C:5](=[O:14])[CH2:6][CH2:7][CH2:8][C:9]=2[C:10]=1[C:11]([OH:13])=O.[NH2:15][CH2:16][CH:17]([OH:22])[CH2:18][N:19]([CH3:21])[CH3:20]. (4) The reactants are: OS(O)(=O)=O.[OH:6][C:7]1[CH:22]=[CH:21][C:10]2[NH:11][C:12]([CH2:17][C:18]([OH:20])=[O:19])=[N:13][S:14](=[O:16])(=[O:15])[C:9]=2[CH:8]=1.[CH3:23][CH2:24]O. Given the product [CH2:23]([O:19][C:18](=[O:20])[CH2:17][C:12]1[NH:11][C:10]2[CH:21]=[CH:22][C:7]([OH:6])=[CH:8][C:9]=2[S:14](=[O:16])(=[O:15])[N:13]=1)[CH3:24], predict the reactants needed to synthesize it. (5) The reactants are: Br[C:2]1[CH:3]=[C:4]([NH:8][CH2:9][C:10]2[CH:11]=[N:12][CH:13]=[CH:14][CH:15]=2)[CH:5]=[CH:6][CH:7]=1.[C:16]1([C:22]2[CH:27]=[CH:26][CH:25]=[CH:24][C:23]=2[OH:28])[CH:21]=[CH:20][CH:19]=[CH:18][CH:17]=1. Given the product [C:16]1([C:22]2[CH:27]=[CH:26][CH:25]=[CH:24][C:23]=2[O:28][C:2]2[CH:3]=[C:4]([NH:8][CH2:9][C:10]3[CH:11]=[N:12][CH:13]=[CH:14][CH:15]=3)[CH:5]=[CH:6][CH:7]=2)[CH:17]=[CH:18][CH:19]=[CH:20][CH:21]=1, predict the reactants needed to synthesize it. (6) Given the product [Cl:20][C:14]1[C:9]2[CH:8]=[C:7]([Cl:6])[N:17]=[CH:16][C:10]=2[N:11]=[CH:12][N:13]=1, predict the reactants needed to synthesize it. The reactants are: CN(C=O)C.[Cl:6][C:7]1[N:17]=[CH:16][C:10]2[N:11]=[CH:12][NH:13][C:14](=O)[C:9]=2[CH:8]=1.S(Cl)([Cl:20])=O. (7) Given the product [Cl:17][C:14]1[CH:15]=[C:16]2[C:11](=[CH:12][N:13]=1)[N:10]=[CH:9][CH:8]=[C:7]2[N:20]1[CH2:25][CH2:24][CH2:23][C@H:22]([NH:26][C:27](=[O:33])[O:28][C:29]([CH3:31])([CH3:30])[CH3:32])[CH2:21]1, predict the reactants needed to synthesize it. The reactants are: FC(F)(F)S(O[C:7]1[C:16]2[C:11](=[CH:12][N:13]=[C:14]([Cl:17])[CH:15]=2)[N:10]=[CH:9][CH:8]=1)(=O)=O.[NH:20]1[CH2:25][CH2:24][CH2:23][C@H:22]([NH:26][C:27](=[O:33])[O:28][C:29]([CH3:32])([CH3:31])[CH3:30])[CH2:21]1.CCN(C(C)C)C(C)C.